From a dataset of Reaction yield outcomes from USPTO patents with 853,638 reactions. Predict the reaction yield, written as a fraction of the theoretical maximum amount of product (1.0 means a 100% yield; for example, 0.34 means a 34% yield). (1) The reactants are [C:1]([NH:5][C:6]1[C:7]([CH:26]=O)=[N:8][C:9]2[C:14]([N:15]=1)=[C:13]([C:16]1[NH:24][C:23]3[CH2:22][CH2:21][NH:20][C:19](=[O:25])[C:18]=3[CH:17]=1)[CH:12]=[CH:11][CH:10]=2)([CH3:4])([CH3:3])[CH3:2].Cl.[NH2:29][OH:30].CO.C(Cl)Cl. The catalyst is CO.C([O-])(O)=O.[Na+]. The product is [C:1]([NH:5][C:6]1[C:7](/[CH:26]=[N:29]/[OH:30])=[N:8][C:9]2[C:14]([N:15]=1)=[C:13]([C:16]1[NH:24][C:23]3[CH2:22][CH2:21][NH:20][C:19](=[O:25])[C:18]=3[CH:17]=1)[CH:12]=[CH:11][CH:10]=2)([CH3:3])([CH3:4])[CH3:2]. The yield is 0.680. (2) The reactants are Cl.C(N=C=[N:6][CH2:7][CH2:8][CH2:9][N:10]([CH3:12])C)C.[C:13]([O:17][C:18]([NH:20][C@H:21]([C:25]([OH:27])=O)[CH:22]([CH3:24])[CH3:23])=[O:19])([CH3:16])([CH3:15])[CH3:14].[OH2:28].O[N:30]1[C:34]2[CH:35]=[CH:36][CH:37]=[CH:38]C=2N=N1.CN1CCO[CH2:42][CH2:41]1. The catalyst is O.C(Cl)Cl. The product is [C:13]([O:17][C:18](=[O:19])[NH:20][C@H:21]([C:25]([N:30]1[CH2:34][CH2:35][CH:36]([O:28][C:12]2[CH:42]=[CH:41][C:8]([C:7]#[N:6])=[CH:9][N:10]=2)[CH2:37][CH2:38]1)=[O:27])[CH:22]([CH3:23])[CH3:24])([CH3:14])([CH3:15])[CH3:16]. The yield is 0.970. (3) The reactants are C([O:8][C:9]1[CH:10]=[C:11]([CH:20]([OH:27])[C:21]2[CH:26]=[CH:25][CH:24]=[CH:23][CH:22]=2)[CH:12]=[C:13]2[C:18]=1[N:17]=[CH:16][NH:15][C:14]2=[O:19])C1C=CC=CC=1. The product is [OH:8][C:9]1[CH:10]=[C:11]([CH:20]([OH:27])[C:21]2[CH:26]=[CH:25][CH:24]=[CH:23][CH:22]=2)[CH:12]=[C:13]2[C:18]=1[N:17]=[CH:16][NH:15][C:14]2=[O:19]. The yield is 0.350. The catalyst is CO.[Pd]. (4) The reactants are [CH:1]([C:3]1[CH:4]=[C:5]([CH:9]([NH:11][C:12](=[O:18])[O:13][C:14]([CH3:17])([CH3:16])[CH3:15])[CH3:10])[CH:6]=[CH:7][CH:8]=1)=O.C([O-])(=O)C.[Na+].Cl.[NH2:25][OH:26]. The catalyst is C1COCC1. The product is [OH:26][N:25]=[CH:1][C:3]1[CH:4]=[C:5]([CH:9]([NH:11][C:12](=[O:18])[O:13][C:14]([CH3:17])([CH3:16])[CH3:15])[CH3:10])[CH:6]=[CH:7][CH:8]=1. The yield is 1.00. (5) The reactants are [O:1]1[C:5]([C:6]2[CH:7]=[CH:8][C:9]([CH3:19])=[C:10]([C:12]3[CH:13]=[CH:14][C:15]([NH2:18])=[N:16][CH:17]=3)[CH:11]=2)=[CH:4][CH:3]=[N:2]1.C(Cl)CCl.[CH3:24][C:25]1[N:26]=[N:27][S:28][C:29]=1[C:30](O)=[O:31]. The catalyst is C(Cl)Cl. The product is [O:1]1[C:5]([C:6]2[CH:7]=[CH:8][C:9]([CH3:19])=[C:10]([C:12]3[CH:13]=[CH:14][C:15]([NH:18][C:30]([C:29]4[S:28][N:27]=[N:26][C:25]=4[CH3:24])=[O:31])=[N:16][CH:17]=3)[CH:11]=2)=[CH:4][CH:3]=[N:2]1. The yield is 0.550. (6) The reactants are [OH:1][CH2:2][C:3]1[CH:4]=[C:5]([N:9]2[C:13]([NH:14][C:15]([NH:17][C:18]3[C:27]4[C:22](=[CH:23][CH:24]=[CH:25][CH:26]=4)[CH:21]=[CH:20][CH:19]=3)=[O:16])=[CH:12][C:11]([CH:28]([CH3:30])[CH3:29])=[N:10]2)[CH:6]=[CH:7][CH:8]=1. The catalyst is C(Cl)Cl.O=[Mn]=O. The product is [CH:2]([C:3]1[CH:4]=[C:5]([N:9]2[C:13]([NH:14][C:15]([NH:17][C:18]3[C:27]4[C:22](=[CH:23][CH:24]=[CH:25][CH:26]=4)[CH:21]=[CH:20][CH:19]=3)=[O:16])=[CH:12][C:11]([CH:28]([CH3:30])[CH3:29])=[N:10]2)[CH:6]=[CH:7][CH:8]=1)=[O:1]. The yield is 0.700. (7) The reactants are [NH2:1][C:2]1[C:11]2[C:6](=[CH:7][CH:8]=[CH:9][CH:10]=2)[CH:5]=[CH:4][CH:3]=1.C(N(CC)CC)C.Br[CH:20]([CH3:26])[C:21]([O:23][CH2:24][CH3:25])=[O:22]. The catalyst is CN(C)C=O. The product is [C:2]1([NH:1][CH:20]([CH3:26])[C:21]([O:23][CH2:24][CH3:25])=[O:22])[C:11]2[C:6](=[CH:7][CH:8]=[CH:9][CH:10]=2)[CH:5]=[CH:4][CH:3]=1. The yield is 0.730. (8) The reactants are C([O:4][C:5]1[CH:6]=[C:7]2[C:12](=[CH:13][C:14]=1[O:15][CH3:16])[N:11]=[CH:10][N:9]=[C:8]2[NH:17][C:18]1[CH:23]=[CH:22][C:21]([Cl:24])=[C:20]([Cl:25])[C:19]=1[F:26])(=O)C.N. The catalyst is CO. The product is [Cl:25][C:20]1[C:19]([F:26])=[C:18]([NH:17][C:8]2[C:7]3[C:12](=[CH:13][C:14]([O:15][CH3:16])=[C:5]([OH:4])[CH:6]=3)[N:11]=[CH:10][N:9]=2)[CH:23]=[CH:22][C:21]=1[Cl:24]. The yield is 0.830.